This data is from Full USPTO retrosynthesis dataset with 1.9M reactions from patents (1976-2016). The task is: Predict the reactants needed to synthesize the given product. (1) Given the product [C:44]([O:43][C:41]([NH:40][C:37]1[S:38][CH:39]=[C:35]([CH2:34][CH2:33][N:25]([C:22]2[CH:23]=[CH:24][C:19]([NH:18][C:6](=[O:8])[C:5]3[CH:9]=[CH:10][C:2]([CH3:1])=[CH:3][C:4]=3[N:11]3[CH2:16][CH2:15][CH:14]([CH3:17])[CH2:13][CH2:12]3)=[CH:20][CH:21]=2)[C:26](=[O:32])[O:27][C:28]([CH3:30])([CH3:31])[CH3:29])[N:36]=1)=[O:42])([CH3:45])([CH3:46])[CH3:47], predict the reactants needed to synthesize it. The reactants are: [CH3:1][C:2]1[CH:10]=[CH:9][C:5]([C:6]([OH:8])=O)=[C:4]([N:11]2[CH2:16][CH2:15][CH:14]([CH3:17])[CH2:13][CH2:12]2)[CH:3]=1.[NH2:18][C:19]1[CH:24]=[CH:23][C:22]([N:25]([CH2:33][CH2:34][C:35]2[N:36]=[C:37]([NH:40][C:41]([O:43][C:44]([CH3:47])([CH3:46])[CH3:45])=[O:42])[S:38][CH:39]=2)[C:26](=[O:32])[O:27][C:28]([CH3:31])([CH3:30])[CH3:29])=[CH:21][CH:20]=1.ON1C2C=CC=CC=2N=N1.Cl.CN(C)CCCN=C=NCC. (2) Given the product [CH:49]1([NH:48][C:46]2[CH:47]=[C:42]([N:26]3[C@@H:19]4[C@@H:24]([CH2:23][CH2:22][N:21]([C:27]([C:29]5[CH:34]=[C:33]([F:35])[CH:32]=[CH:31][C:30]=5[N:36]5[N:40]=[CH:39][CH:38]=[N:37]5)=[O:28])[CH2:20]4)[CH2:25]3)[N:43]=[CH:44][N:45]=2)[CH2:51][CH2:50]1, predict the reactants needed to synthesize it. The reactants are: C12N(C3C=NC4C(=CC=CC=4)N=3)CC1CCNC2.[C@@H:19]12[NH:26][CH2:25][C@@H:24]1[CH2:23][CH2:22][N:21]([C:27]([C:29]1[CH:34]=[C:33]([F:35])[CH:32]=[CH:31][C:30]=1[N:36]1[N:40]=[CH:39][CH:38]=[N:37]1)=[O:28])[CH2:20]2.Cl[C:42]1[CH:47]=[C:46]([NH:48][CH:49]2[CH2:51][CH2:50]2)[N:45]=[CH:44][N:43]=1. (3) Given the product [NH2:7][CH:8]([CH2:23][C:24]1[CH:29]=[CH:28][C:27]([OH:30])=[CH:26][N:25]=1)[C:9]([NH:11][CH2:12][C:13]1[CH:18]=[CH:17][C:16]([C:19]([NH:20][OH:21])=[O:22])=[CH:15][CH:14]=1)=[O:10], predict the reactants needed to synthesize it. The reactants are: C(OC(=O)[NH:7][CH:8]([CH2:23][C:24]1[CH:29]=[CH:28][C:27]([OH:30])=[CH:26][N:25]=1)[C:9]([NH:11][CH2:12][C:13]1[CH:18]=[CH:17][C:16]([C:19](=[O:22])[NH:20][OH:21])=[CH:15][CH:14]=1)=[O:10])(C)(C)C.C(O)(C(F)(F)F)=O. (4) Given the product [C:37]([NH2:35])(=[O:38])[C:8]1[CH:7]=[CH:9][CH:21]=[CH:20][CH:19]=1, predict the reactants needed to synthesize it. The reactants are: CCN([CH:7]([CH3:9])[CH3:8])C(C)C.CN(C(ON1N=N[C:20]2[CH:21]=CC=N[C:19]1=2)=[N+](C)C)C.F[P-](F)(F)(F)(F)F.C[N:35]([CH:37]=[O:38])C. (5) Given the product [NH2:8][C:5]1[CH:6]=[CH:7][C:2]([Cl:1])=[C:3]([NH:11][C:12](=[O:19])[C:13]2[CH:18]=[CH:17][CH:16]=[N:15][CH:14]=2)[CH:4]=1, predict the reactants needed to synthesize it. The reactants are: [Cl:1][C:2]1[CH:7]=[CH:6][C:5]([N+:8]([O-])=O)=[CH:4][C:3]=1[NH:11][C:12](=[O:19])[C:13]1[CH:18]=[CH:17][CH:16]=[N:15][CH:14]=1.O.O.[Sn](Cl)Cl.C(Cl)Cl.